This data is from Forward reaction prediction with 1.9M reactions from USPTO patents (1976-2016). The task is: Predict the product of the given reaction. Given the reactants [Br:1][C:2]1[C:7]([F:8])=[CH:6][C:5]([N+:9]([O-:11])=[O:10])=[C:4](F)[CH:3]=1.C(N(C(C)C)CC)(C)C.[NH2:22][CH:23]1[CH2:28][CH2:27][N:26]([C:29]([O:31][C:32]([CH3:35])([CH3:34])[CH3:33])=[O:30])[CH2:25][CH2:24]1, predict the reaction product. The product is: [F:8][C:7]1[C:2]([Br:1])=[CH:3][C:4]([NH:22][CH:23]2[CH2:24][CH2:25][N:26]([C:29]([O:31][C:32]([CH3:35])([CH3:34])[CH3:33])=[O:30])[CH2:27][CH2:28]2)=[C:5]([N+:9]([O-:11])=[O:10])[CH:6]=1.